Dataset: NCI-60 drug combinations with 297,098 pairs across 59 cell lines. Task: Regression. Given two drug SMILES strings and cell line genomic features, predict the synergy score measuring deviation from expected non-interaction effect. (1) Drug 2: C1=NC2=C(N1)C(=S)N=C(N2)N. Drug 1: CS(=O)(=O)C1=CC(=C(C=C1)C(=O)NC2=CC(=C(C=C2)Cl)C3=CC=CC=N3)Cl. Synergy scores: CSS=49.2, Synergy_ZIP=2.20, Synergy_Bliss=3.23, Synergy_Loewe=-10.3, Synergy_HSA=3.32. Cell line: NCIH23. (2) Drug 1: CC=C1C(=O)NC(C(=O)OC2CC(=O)NC(C(=O)NC(CSSCCC=C2)C(=O)N1)C(C)C)C(C)C. Drug 2: C1=NNC2=C1C(=O)NC=N2. Cell line: OVCAR3. Synergy scores: CSS=57.1, Synergy_ZIP=-0.0846, Synergy_Bliss=0.470, Synergy_Loewe=-30.8, Synergy_HSA=-1.08.